Dataset: Forward reaction prediction with 1.9M reactions from USPTO patents (1976-2016). Task: Predict the product of the given reaction. (1) Given the reactants [Br:1][C:2]1[C:10]2[C:5](=[CH:6][C:7]([N+:13]([O-:15])=[O:14])=[C:8]([CH2:11]Br)[CH:9]=2)[N:4]([C:16]([C:29]2[CH:34]=[CH:33][CH:32]=[CH:31][CH:30]=2)([C:23]2[CH:28]=[CH:27][CH:26]=[CH:25][CH:24]=2)[C:17]2[CH:22]=[CH:21][CH:20]=[CH:19][CH:18]=2)[N:3]=1.[Cl:35][C:36]1[CH:37]=[C:38]([CH2:42][NH2:43])[CH:39]=[CH:40][CH:41]=1, predict the reaction product. The product is: [Br:1][C:2]1[C:10]2[C:5](=[CH:6][C:7]([N+:13]([O-:15])=[O:14])=[C:8]([CH2:11][NH:43][CH2:42][C:38]3[CH:39]=[CH:40][CH:41]=[C:36]([Cl:35])[CH:37]=3)[CH:9]=2)[N:4]([C:16]([C:23]2[CH:24]=[CH:25][CH:26]=[CH:27][CH:28]=2)([C:17]2[CH:18]=[CH:19][CH:20]=[CH:21][CH:22]=2)[C:29]2[CH:30]=[CH:31][CH:32]=[CH:33][CH:34]=2)[N:3]=1. (2) Given the reactants [CH3:1][C:2]1[N:25]([CH3:26])[C:5]2[CH:6]=[C:7]([C:22]([OH:24])=O)[C:8]3[CH2:9][CH2:10][C:11]4([NH:20][C:21]=3[C:4]=2[N:3]=1)[CH2:19][C:18]1[C:13](=[CH:14][CH:15]=[CH:16][CH:17]=1)[CH2:12]4.F[B-](F)(F)F.N1(OC(N(C)C)=[N+](C)C)C2C=CC=CC=2N=N1.[CH3:49][O:50][CH2:51][CH2:52][NH2:53], predict the reaction product. The product is: [CH3:49][O:50][CH2:51][CH2:52][NH:53][C:22]([C:7]1[C:8]2[CH2:9][CH2:10][C:11]3([NH:20][C:21]=2[C:4]2[N:3]=[C:2]([CH3:1])[N:25]([CH3:26])[C:5]=2[CH:6]=1)[CH2:12][C:13]1[C:18](=[CH:17][CH:16]=[CH:15][CH:14]=1)[CH2:19]3)=[O:24].